Dataset: Catalyst prediction with 721,799 reactions and 888 catalyst types from USPTO. Task: Predict which catalyst facilitates the given reaction. (1) Reactant: CO[CH:3]=[C:4]1[C:13]2[C:8](=[CH:9][CH:10]=[CH:11][CH:12]=2)[C:7](=[O:14])[NH:6][C:5]1=[O:15].[C:16]1([NH2:23])[CH:21]=[CH:20][C:19]([NH2:22])=[CH:18][CH:17]=1. Product: [NH2:22][C:19]1[CH:20]=[CH:21][C:16]([NH:23][CH:3]=[C:4]2[C:13]3[C:8](=[CH:9][CH:10]=[CH:11][CH:12]=3)[C:7](=[O:14])[NH:6][C:5]2=[O:15])=[CH:17][CH:18]=1. The catalyst class is: 9. (2) Reactant: [NH:1]1[CH2:4][CH2:3][CH2:2]1.C[O-].[Na+].[Cl:8][C:9]1[N:14]=[C:13](Cl)[CH:12]=[C:11]([CH2:16][O:17][CH2:18][CH:19]2[CH2:21][CH2:20]2)[N:10]=1. Product: [N:1]1([C:13]2[CH:12]=[C:11]([CH2:16][O:17][CH2:18][CH:19]3[CH2:20][CH2:21]3)[N:10]=[C:9]([Cl:8])[N:14]=2)[CH2:4][CH2:3][CH2:2]1. The catalyst class is: 10.